From a dataset of NCI-60 drug combinations with 297,098 pairs across 59 cell lines. Regression. Given two drug SMILES strings and cell line genomic features, predict the synergy score measuring deviation from expected non-interaction effect. Drug 1: CC1C(C(CC(O1)OC2CC(CC3=C2C(=C4C(=C3O)C(=O)C5=C(C4=O)C(=CC=C5)OC)O)(C(=O)CO)O)N)O.Cl. Drug 2: C1=CC(=CC=C1CCCC(=O)O)N(CCCl)CCCl. Cell line: SF-295. Synergy scores: CSS=-2.20, Synergy_ZIP=1.29, Synergy_Bliss=0.606, Synergy_Loewe=-12.5, Synergy_HSA=-2.79.